The task is: Predict the product of the given reaction.. This data is from Forward reaction prediction with 1.9M reactions from USPTO patents (1976-2016). (1) Given the reactants [O:1]=[C:2]1[C:11]2[CH:10]=[CH:9][CH:8]=[C:7]3[NH:12][CH:13]([C:21]4[CH:28]=[CH:27][C:24]([CH:25]=O)=[CH:23][CH:22]=4)[CH:14]([C:15]4[CH:20]=[CH:19][CH:18]=[CH:17][CH:16]=4)[C:5]([C:6]=23)=[N:4][NH:3]1.C(O)(=O)C.[NH:33]1[CH2:37][CH2:36][CH2:35][CH2:34]1.[BH4-].[Na+], predict the reaction product. The product is: [C:15]1([CH:14]2[C:5]3=[N:4][NH:3][C:2](=[O:1])[C:11]4[CH:10]=[CH:9][CH:8]=[C:7]([C:6]=43)[NH:12][CH:13]2[C:21]2[CH:28]=[CH:27][C:24]([CH2:25][N:33]3[CH2:37][CH2:36][CH2:35][CH2:34]3)=[CH:23][CH:22]=2)[CH:16]=[CH:17][CH:18]=[CH:19][CH:20]=1. (2) Given the reactants Cl[C:2]1[CH:7]=[CH:6][N:5]=[CH:4][C:3]=1[N+:8]([O-:10])=[O:9].C(=O)([O-])[O-].[Na+].[Na+].[CH3:17][N:18]1[CH2:23][CH:22]=[C:21](B2OC(C)(C)C(C)(C)O2)[CH2:20][CH2:19]1.C1(P(C2C=CC=CC=2)C2C=CC=CC=2)C=CC=CC=1, predict the reaction product. The product is: [CH3:17][N:18]1[CH2:19][CH:20]=[C:21]([C:2]2[CH:7]=[CH:6][N:5]=[CH:4][C:3]=2[N+:8]([O-:10])=[O:9])[CH2:22][CH2:23]1. (3) Given the reactants [SH:1][C:2]1[CH:7]=[CH:6][C:5]([S:8]([NH:11][C:12]2[CH:20]=[CH:19][CH:18]=[CH:17][C:13]=2[C:14]([OH:16])=[O:15])(=[O:10])=[O:9])=[CH:4][CH:3]=1.Cl[CH2:22][C:23]1[N:24]=[C:25]([C:29]2[CH:34]=[CH:33][CH:32]=[CH:31][CH:30]=2)[O:26][C:27]=1[CH3:28].C(=O)([O-])[O-].[Cs+].[Cs+], predict the reaction product. The product is: [CH3:28][C:27]1[O:26][C:25]([C:29]2[CH:30]=[CH:31][CH:32]=[CH:33][CH:34]=2)=[N:24][C:23]=1[CH2:22][S:1][C:2]1[CH:7]=[CH:6][C:5]([S:8]([NH:11][C:12]2[CH:20]=[CH:19][CH:18]=[CH:17][C:13]=2[C:14]([OH:16])=[O:15])(=[O:10])=[O:9])=[CH:4][CH:3]=1. (4) Given the reactants C(O[CH:5]1[CH2:31][C:30](=[O:32])[CH:29]([CH2:33][CH:34]=[CH2:35])[CH:28]=[C:27]([CH3:36])[CH2:26][CH:25]([CH3:37])[CH2:24][CH:23]([O:38][CH3:39])[CH:22]2[O:40][C:18]([OH:44])([CH:19]([CH3:43])[CH2:20][CH:21]2[O:41][CH3:42])[C:17](=[O:45])[C:16](=[O:46])[N:15]2[CH:10]([CH2:11][CH2:12][CH2:13][CH2:14]2)[C:9](=[O:47])[O:8][CH:7]([C:48]([CH3:76])=[CH:49][CH:50]2[CH2:55][CH2:54][CH:53]([O:56][Si:57]([C:70]([CH3:73])([CH3:72])[CH3:71])([C:64]3[CH:69]=[CH:68][CH:67]=[CH:66][CH:65]=3)[C:58]3[CH:63]=[CH:62][CH:61]=[CH:60][CH:59]=3)[CH:52]([O:74][CH3:75])[CH2:51]2)[CH:6]1[CH3:77])(=O)C.C(=O)([O-])[O-].[K+].[K+], predict the reaction product. The product is: [CH2:33]([CH:29]1[CH:28]=[C:27]([CH3:36])[CH2:26][CH:25]([CH3:37])[CH2:24][CH:23]([O:38][CH3:39])[CH:22]2[O:40][C:18]([OH:44])([CH:19]([CH3:43])[CH2:20][CH:21]2[O:41][CH3:42])[C:17](=[O:45])[C:16](=[O:46])[N:15]2[CH:10]([CH2:11][CH2:12][CH2:13][CH2:14]2)[C:9](=[O:47])[O:8][CH:7]([C:48]([CH3:76])=[CH:49][CH:50]2[CH2:55][CH2:54][CH:53]([O:56][Si:57]([C:70]([CH3:73])([CH3:72])[CH3:71])([C:58]3[CH:63]=[CH:62][CH:61]=[CH:60][CH:59]=3)[C:64]3[CH:69]=[CH:68][CH:67]=[CH:66][CH:65]=3)[CH:52]([O:74][CH3:75])[CH2:51]2)[CH:6]([CH3:77])[CH:5]=[CH:31][C:30]1=[O:32])[CH:34]=[CH2:35]. (5) Given the reactants [CH2:1]([O:8][C:9]1[C:10]([C:30](O)=[O:31])=[N:11][C:12]([CH2:16][C:17]2[CH:22]=[CH:21][CH:20]=[CH:19][C:18]=2[C:23]2[CH:28]=[CH:27][CH:26]=[CH:25][C:24]=2[Cl:29])=[N:13][C:14]=1[OH:15])[C:2]1[CH:7]=[CH:6][CH:5]=[CH:4][CH:3]=1.[Si:33]([O:40][CH2:41][CH2:42][NH:43][CH3:44])([C:36]([CH3:39])([CH3:38])[CH3:37])([CH3:35])[CH3:34].[Si](OCCN(C)C(C1C(OCC2C=CC=CC=2)=C(O)N=C(CC2C=CC=CC=2C2C=CC=CC=2)N=1)=O)(C(C)(C)C)(C)C, predict the reaction product. The product is: [Si:33]([O:40][CH2:41][CH2:42][N:43]([CH3:44])[C:30]([C:10]1[C:9]([O:8][CH2:1][C:2]2[CH:7]=[CH:6][CH:5]=[CH:4][CH:3]=2)=[C:14]([OH:15])[N:13]=[C:12]([CH2:16][C:17]2[CH:22]=[CH:21][CH:20]=[CH:19][C:18]=2[C:23]2[CH:28]=[CH:27][CH:26]=[CH:25][C:24]=2[Cl:29])[N:11]=1)=[O:31])([C:36]([CH3:39])([CH3:38])[CH3:37])([CH3:34])[CH3:35]. (6) Given the reactants [N:1]1([C:6]2[CH:23]=[CH:22][C:9]([O:10][CH2:11][CH2:12][C@@H:13]3[CH2:15][C@@H:14]3[CH:16]3[CH2:21][CH2:20][NH:19][CH2:18][CH2:17]3)=[CH:8][CH:7]=2)[CH:5]=[N:4][N:3]=[N:2]1.CCN(C(C)C)C(C)C.[C:33]([N:37]=[C:38]=[O:39])([CH3:36])([CH3:35])[CH3:34], predict the reaction product. The product is: [C:33]([NH:37][C:38]([N:19]1[CH2:20][CH2:21][CH:16]([C@H:14]2[CH2:15][C@H:13]2[CH2:12][CH2:11][O:10][C:9]2[CH:8]=[CH:7][C:6]([N:1]3[CH:5]=[N:4][N:3]=[N:2]3)=[CH:23][CH:22]=2)[CH2:17][CH2:18]1)=[O:39])([CH3:36])([CH3:35])[CH3:34]. (7) Given the reactants [S:1](=[O:5])(=O)([OH:3])[OH:2].[OH:6][C:7]1[CH:8]=[C:9]([CH:13]=[CH:14][CH:15]=1)[C:10]([OH:12])=[O:11].[OH-].[K+:17], predict the reaction product. The product is: [K+:17].[OH:6][C:7]1[CH:8]=[C:9]([CH:13]=[CH:14][C:15]=1[S:1]([OH:3])(=[O:5])=[O:2])[C:10]([O-:12])=[O:11]. (8) Given the reactants FC(F)(F)C(O)=O.[C:8]1([CH3:21])[CH:13]=[CH:12][C:11]([NH:14][CH:15]2[CH2:20][CH2:19][NH:18][CH2:17][CH2:16]2)=[CH:10][CH:9]=1.Br[CH2:23][CH2:24][C:25]1[CH:30]=[CH:29][CH:28]=[CH:27][C:26]=1[N+:31]([O-])=O.C(=O)([O-])[O-].[K+].[K+].[CH:40]1([CH2:46][C:47](O)=[O:48])[CH2:45][CH2:44][CH2:43][CH2:42][CH2:41]1.Cl.C(N=C=NCCCN(C)C)C, predict the reaction product. The product is: [C:8]1([CH3:21])[CH:9]=[CH:10][C:11]([NH:14][CH:15]2[CH2:20][CH2:19][N:18]([CH2:23][CH2:24][C:25]3[CH:30]=[CH:29][CH:28]=[CH:27][C:26]=3[NH:31][C:47](=[O:48])[CH2:46][CH:40]3[CH2:45][CH2:44][CH2:43][CH2:42][CH2:41]3)[CH2:17][CH2:16]2)=[CH:12][CH:13]=1. (9) Given the reactants [C:1]1([C:22]2[CH:27]=[CH:26][CH:25]=[CH:24][CH:23]=2)[CH:6]=[CH:5][C:4]([CH2:7][C@H:8]2[N:12](C(=O)C(C)(C)C)[C:11](=[O:19])[C:10]([CH3:21])([CH3:20])[CH2:9]2)=[CH:3][CH:2]=1.[OH-].[Li+].OO.S(=O)(=O)(O)[O-].[Na+], predict the reaction product. The product is: [C:1]1([C:22]2[CH:23]=[CH:24][CH:25]=[CH:26][CH:27]=2)[CH:2]=[CH:3][C:4]([CH2:7][C@H:8]2[NH:12][C:11](=[O:19])[C:10]([CH3:21])([CH3:20])[CH2:9]2)=[CH:5][CH:6]=1. (10) Given the reactants C(=S)=S.[CH2:4]([C:6]1[O:7][C:8]2[CH:14]=[C:13]([O:15][CH3:16])[CH:12]=[CH:11][C:9]=2[CH:10]=1)[CH3:5].[C:17](Cl)(=[O:26])[C:18]1[CH:23]=[CH:22][C:21]([O:24][CH3:25])=[CH:20][CH:19]=1.[Sn](Cl)(Cl)(Cl)Cl, predict the reaction product. The product is: [C:17]([C:10]1[C:9]2[CH:11]=[CH:12][C:13]([O:15][CH3:16])=[CH:14][C:8]=2[O:7][C:6]=1[CH2:4][CH3:5])(=[O:26])[C:18]1[CH:23]=[CH:22][C:21]([O:24][CH3:25])=[CH:20][CH:19]=1.